Dataset: Forward reaction prediction with 1.9M reactions from USPTO patents (1976-2016). Task: Predict the product of the given reaction. (1) Given the reactants Cl[C:2]1[C:8]2[CH:9]=[CH:10][C:11]([C:13]([NH2:15])=[O:14])=[CH:12][C:7]=2[S:6][C:5]2[CH:16]=[CH:17][CH:18]=[CH:19][C:4]=2[N:3]=1.C1(C)C=CC=CC=1.[N:27]1([CH2:33][CH2:34][O:35][CH2:36][CH2:37][OH:38])[CH2:32][CH2:31][NH:30][CH2:29][CH2:28]1, predict the reaction product. The product is: [OH:38][CH2:37][CH2:36][O:35][CH2:34][CH2:33][N:27]1[CH2:32][CH2:31][N:30]([C:2]2[C:8]3[CH:9]=[CH:10][C:11]([C:13]([NH2:15])=[O:14])=[CH:12][C:7]=3[S:6][C:5]3[CH:16]=[CH:17][CH:18]=[CH:19][C:4]=3[N:3]=2)[CH2:29][CH2:28]1. (2) Given the reactants [CH2:1]1[CH:5]2[CH2:6][NH:7][CH2:8][CH:4]2[CH2:3][N:2]1[C:9]1[N:14]=[C:13]([C:15]([F:18])([F:17])[F:16])[N:12]=[C:11]([N:19]([CH3:21])[CH3:20])[CH:10]=1.[F:22][C:23]1[CH:31]=[C:30]([N:32]2[N:36]=[CH:35][CH:34]=[N:33]2)[C:26]([C:27](O)=[O:28])=[CH:25][CH:24]=1.CN(C(ON1N=NC2C=CC=NC1=2)=[N+](C)C)C.F[P-](F)(F)(F)(F)F.CCN(C(C)C)C(C)C, predict the reaction product. The product is: [F:22][C:23]1[CH:24]=[CH:25][C:26]([C:27]([N:7]2[CH2:6][CH:5]3[CH2:1][N:2]([C:9]4[N:14]=[C:13]([C:15]([F:18])([F:17])[F:16])[N:12]=[C:11]([N:19]([CH3:21])[CH3:20])[CH:10]=4)[CH2:3][CH:4]3[CH2:8]2)=[O:28])=[C:30]([N:32]2[N:36]=[CH:35][CH:34]=[N:33]2)[CH:31]=1. (3) The product is: [C:10]([O:9][C:3](=[O:8])[CH2:4][C:5](=[O:6])[CH2:7][CH2:14][CH2:15][CH2:16][CH3:17])([CH3:13])([CH3:12])[CH3:11]. Given the reactants [H-].[Na+].[C:3]([O:9][C:10]([CH3:13])([CH3:12])[CH3:11])(=[O:8])[CH2:4][C:5]([CH3:7])=[O:6].[CH2:14]([Li])[CH2:15][CH2:16][CH3:17].ICCCC.[Cl-].[NH4+], predict the reaction product.